This data is from Experimentally validated miRNA-target interactions with 360,000+ pairs, plus equal number of negative samples. The task is: Binary Classification. Given a miRNA mature sequence and a target amino acid sequence, predict their likelihood of interaction. (1) The miRNA is mmu-miR-301b-3p with sequence CAGUGCAAUGGUAUUGUCAAAGC. The protein sequence of the target gene is MAAPESGPALSPGTAEGEEETILYDLLVNTEWPPETEVQPRGNQKHGASFIITKAIRDRLLFLRQYIWYSPAPFLLPDGLVRLVNKQINWHLVLASNGKLLAAVQDQCVEIRSAKDDFTSIIGKCQVPKDPKPQWRRVAWSYDCTLLAYAESTGTVRVFDLMGSELFVISPASSFIGDLSYAIAGLIFLEYKASAQWSAELLVINYRGELRSYLVSVGTNQSYQESHCFSFSSHYPHGINTAIYHPGHRLLLVGGCETAEVGMSKASSCGLSAWRVLSGSPYYKQVTNGGDGVTAVPKTL.... Result: 0 (no interaction). (2) The miRNA is hsa-miR-7856-5p with sequence UUUUAAGGACACUGAGGGAUC. The protein sequence of the target gene is MVAAKKTKKSLESINSRLQLVMKSGKYVLGYKQTLKMIRQGKAKLVILANNCPALRKSEIEYYAMLAKTGVHHYSGNNIELGTACGKYYRVCTLAIIDPGDSDIIRSMPEQTGEK. Result: 1 (interaction). (3) The miRNA is hsa-miR-3929 with sequence GAGGCUGAUGUGAGUAGACCACU. The protein sequence of the target gene is MSGLSGPPARRGPFPLALLLLFLLGPRLVLAISFHLPINSRKCLREEIHKDLLVTGAYEISDQSGGAGGLRSHLKITDSAGHILYSKEDATKGKFAFTTEDYDMFEVCFESKGTGRIPDQLVILDMKHGVEAKNYEEIAKVEKLKPLEVELRRLEDLSESIVNDFAYMKKREEEMRDTNESTNTRVLYFSIFSMFCLIGLATWQVFYLRRFFKAKKLIE. Result: 1 (interaction). (4) The miRNA is mmu-miR-327 with sequence ACUUGAGGGGCAUGAGGAU. The protein sequence of the target gene is MENRPGSFQYVPVQLQGGAPWGFTLKGGLEHCEPLTVSKIEDGGKAALSQKMRTGDELVNINGTPLYGSRQEALILIKGSFRILKLIVRRRNAPVSRPHSWHVAKLLEGCPEAATTMHFPSEAFSLSWHSGCNTSDVCVQWCPLSRHCSTEKSSSIGSMESLEQPGQATYESHLLPIDQNMYPNQRDSAYSSFSASSNASDCALSLRPEEPASTDCIMQGPGPTKAPSGRPNVAETSGGSRRTNGGHLTPSSQMSSRPQEGYQSGPAKAVRGPPQPPVRRDSLQASRAQLLNGEQRRASE.... Result: 0 (no interaction). (5) The miRNA is mmu-miR-324-3p with sequence CCACUGCCCCAGGUGCUGCU. The protein sequence of the target gene is MTEETHPDDDSYIVRVKAVVMTRDDSSGGWFPQEGGGISRVGVCKVMHPEGNGRSGFLIHGERQKDKLVVLECYVRKDLVYTKANPTFHHWKVDNRKFGLTFQSPADARAFDRGVRKAIEDLIEGSTTSSSTLHNEAELGDDDVFTTATDSSSNSSQKREPTTRTISSPTSCEHRKIYTLDPYPMDHYHPDQRLPRSYPQVTFPEDDEEIVRINPREKIWMTGYEDYRHAPVRGKYLDTTEDADSYVRFAKGEVPKHEYTYPYVDSSDFGFGEDPKGSVIKTQPPRAKSRRRKENGERSR.... Result: 1 (interaction).